From a dataset of Forward reaction prediction with 1.9M reactions from USPTO patents (1976-2016). Predict the product of the given reaction. Given the reactants [C:1]([O:5][C:6]([N:8]1[CH2:13][CH2:12][CH:11]([CH:14]2[CH2:19][CH2:18][CH2:17][CH2:16][N:15]2[C:20]2[S:24][CH:23]=[C:22]([C:25]([OH:27])=O)[C:21]=2[CH3:28])[CH2:10][CH2:9]1)=[O:7])([CH3:4])([CH3:3])[CH3:2].Cl.[NH2:30][CH2:31][C:32]1[C:33](=[O:40])[NH:34][C:35]([CH3:39])=[CH:36][C:37]=1[CH3:38].CN1CCOCC1.C(Cl)CCl.C1C=NC2N(O)N=NC=2C=1, predict the reaction product. The product is: [CH3:38][C:37]1[CH:36]=[C:35]([CH3:39])[NH:34][C:33](=[O:40])[C:32]=1[CH2:31][NH:30][C:25]([C:22]1[C:21]([CH3:28])=[C:20]([N:15]2[CH2:16][CH2:17][CH2:18][CH2:19][CH:14]2[CH:11]2[CH2:12][CH2:13][N:8]([C:6]([O:5][C:1]([CH3:2])([CH3:3])[CH3:4])=[O:7])[CH2:9][CH2:10]2)[S:24][CH:23]=1)=[O:27].